From a dataset of Catalyst prediction with 721,799 reactions and 888 catalyst types from USPTO. Predict which catalyst facilitates the given reaction. Reactant: C(O)(C(F)(F)F)=O.C(OC([NH:15][C@H:16]([C:37]([O:39][CH3:40])=[O:38])[CH2:17][C:18]1[CH:19]=[N:20][C:21]([CH2:24][CH2:25][CH2:26][C:27]2[CH:36]=[CH:35][C:34]3[CH2:33][CH2:32][CH2:31][NH:30][C:29]=3[N:28]=2)=[CH:22][CH:23]=1)=O)(C)(C)C. Product: [N:28]1[C:29]2[NH:30][CH2:31][CH2:32][CH2:33][C:34]=2[CH:35]=[CH:36][C:27]=1[CH2:26][CH2:25][CH2:24][C:21]1[N:20]=[CH:19][C:18]([CH2:17][C@@H:16]([C:37]([O:39][CH3:40])=[O:38])[NH2:15])=[CH:23][CH:22]=1. The catalyst class is: 2.